Dataset: Reaction yield outcomes from USPTO patents with 853,638 reactions. Task: Predict the reaction yield, written as a fraction of the theoretical maximum amount of product (1.0 means a 100% yield; for example, 0.34 means a 34% yield). (1) The reactants are [C:1]([Si:5]([CH3:35])([CH3:34])[O:6][CH:7]([C:30]([CH3:33])([CH3:32])[CH3:31])[CH2:8][O:9][C:10]1[CH:15]=[CH:14][C:13]([C:16]([C:21]2[S:25][C:24]([CH:26]=O)=[C:23]([CH3:28])[CH:22]=2)([CH2:19][CH3:20])[CH2:17][CH3:18])=[CH:12][C:11]=1[CH3:29])([CH3:4])([CH3:3])[CH3:2].Cl.[CH3:37][O:38][C:39](=[O:42])[CH2:40][NH2:41].CCN(CC)CC. The catalyst is CO. The product is [CH3:37][O:38][C:39](=[O:42])[CH2:40][NH:41][CH2:26][C:24]1[S:25][C:21]([C:16]([C:13]2[CH:14]=[CH:15][C:10]([O:9][CH2:8][CH:7]([O:6][Si:5]([C:1]([CH3:2])([CH3:4])[CH3:3])([CH3:34])[CH3:35])[C:30]([CH3:31])([CH3:32])[CH3:33])=[C:11]([CH3:29])[CH:12]=2)([CH2:19][CH3:20])[CH2:17][CH3:18])=[CH:22][C:23]=1[CH3:28]. The yield is 0.640. (2) The reactants are OC(C(F)(F)F)=O.[F:8][C:9]1[CH:14]=[CH:13][C:12]([C:15]2[N:16]=[C:17]([CH:20]3[CH2:25][CH2:24][CH2:23][NH:22][CH2:21]3)[S:18][CH:19]=2)=[CH:11][CH:10]=1.[F:26][C:27]([F:43])([F:42])[C:28]1[O:32][N:31]=[C:30]([C:33]2[CH:34]=[C:35]([CH:39]=[CH:40][CH:41]=2)[C:36](O)=[O:37])[N:29]=1. No catalyst specified. The product is [F:8][C:9]1[CH:14]=[CH:13][C:12]([C:15]2[N:16]=[C:17]([CH:20]3[CH2:25][CH2:24][CH2:23][N:22]([C:36]([C:35]4[CH:39]=[CH:40][CH:41]=[C:33]([C:30]5[N:29]=[C:28]([C:27]([F:42])([F:26])[F:43])[O:32][N:31]=5)[CH:34]=4)=[O:37])[CH2:21]3)[S:18][CH:19]=2)=[CH:11][CH:10]=1. The yield is 0.280. (3) The reactants are C([O:5][C:6](=[O:17])/[CH:7]=[C:8](/[C:10]1[CH:15]=[CH:14][CH:13]=[C:12]([Br:16])[CH:11]=1)\[CH3:9])(C)(C)C. The catalyst is C(Cl)Cl. The product is [Br:16][C:12]1[CH:11]=[C:10](/[C:8](/[CH3:9])=[CH:7]/[C:6]([OH:17])=[O:5])[CH:15]=[CH:14][CH:13]=1. The yield is 0.380. (4) The reactants are Cl.[NH:2]1[CH2:7][CH2:6][C:5](=[CH:8][C:9]2[CH:10]=[C:11]([CH:23]=[CH:24][CH:25]=2)[O:12][C:13]2[CH:14]=[CH:15][C:16]([C:19]([F:22])([F:21])[F:20])=[N:17][CH:18]=2)[CH2:4][CH2:3]1.[N:26]1[CH:31]=[CH:30][CH:29]=[C:28]([NH:32][C:33](=O)[O:34]C2C=CC=CC=2)[N:27]=1.C(N(CC)CC)C.O. The catalyst is CS(C)=O. The product is [F:21][C:19]([F:22])([F:20])[C:16]1[N:17]=[CH:18][C:13]([O:12][C:11]2[CH:10]=[C:9]([CH:25]=[CH:24][CH:23]=2)[CH:8]=[C:5]2[CH2:6][CH2:7][N:2]([C:33]([NH:32][C:28]3[N:27]=[N:26][CH:31]=[CH:30][CH:29]=3)=[O:34])[CH2:3][CH2:4]2)=[CH:14][CH:15]=1. The yield is 0.720. (5) The reactants are [Cl:1][C:2]1[N:3]([C:11]2[CH:16]=[CH:15][C:14]([O:17][CH2:18][C@H:19]3[CH2:23][CH2:22][CH2:21][NH:20]3)=[CH:13][CH:12]=2)[N:4]=[C:5]2[C:10]=1[CH:9]=[CH:8][CH:7]=[CH:6]2.Br[CH2:25][CH2:26][CH2:27][C:28]([O:30][CH3:31])=[O:29]. No catalyst specified. The product is [CH3:31][O:30][C:28](=[O:29])[CH2:27][CH2:26][CH2:25][N:20]1[CH2:21][CH2:22][CH2:23][C@@H:19]1[CH2:18][O:17][C:14]1[CH:13]=[CH:12][C:11]([N:3]2[C:2]([Cl:1])=[C:10]3[C:5]([CH:6]=[CH:7][CH:8]=[CH:9]3)=[N:4]2)=[CH:16][CH:15]=1. The yield is 0.790. (6) The catalyst is C1COCC1. The product is [C:1]([Si:5]([O:8][CH2:9][C:10]1[S:11][C:12]([F:34])=[C:13]([CH2:15][C:16]2[CH:21]=[CH:20][CH:19]=[C:18]([Cl:22])[CH:17]=2)[CH:14]=1)([CH3:6])[CH3:7])([CH3:4])([CH3:2])[CH3:3]. The yield is 0.670. The reactants are [C:1]([Si:5]([O:8][CH2:9][C:10]1[S:11][CH:12]=[C:13]([CH2:15][C:16]2[CH:21]=[CH:20][CH:19]=[C:18]([Cl:22])[CH:17]=2)[CH:14]=1)([CH3:7])[CH3:6])([CH3:4])([CH3:3])[CH3:2].[Li]CCCC.CCCCCC.[F:34]N(S(C1C=CC=CC=1)(=O)=O)S(C1C=CC=CC=1)(=O)=O. (7) The reactants are [CH2:1]([C:4]1[C:12]([OH:13])=[C:11]2[C:7]([CH2:8][O:9][C:10]2=[O:14])=[C:6]([CH3:15])[C:5]=1[CH2:16][CH3:17])[CH:2]=[CH2:3].C1C=CC(P(C2C=CC=CC=2)C2C=CC=CC=2)=CC=1.[CH3:37][Si:38]([CH3:43])([CH3:42])[CH2:39][CH2:40]O.N(C(OC(C)C)=O)=NC(OC(C)C)=O. The catalyst is C1COCC1. The product is [CH2:1]([C:4]1[C:12]([O:13][CH2:40][CH2:39][Si:38]([CH3:43])([CH3:42])[CH3:37])=[C:11]2[C:7]([CH2:8][O:9][C:10]2=[O:14])=[C:6]([CH3:15])[C:5]=1[CH2:16][CH3:17])[CH:2]=[CH2:3]. The yield is 0.920. (8) The reactants are [NH2:1][C:2]1[C:10]2[C:9]([C:11]3[CH:16]=[CH:15][C:14]([Cl:17])=[C:13]([Cl:18])[CH:12]=3)=[N:8][C:7](S(C)=O)=[N:6][C:5]=2[S:4][C:3]=1[C:22]([NH2:24])=[O:23].[NH2:25][CH:26]1[CH2:31][CH2:30][N:29]([C:32]([O:34][C:35]([CH3:38])([CH3:37])[CH3:36])=[O:33])[CH2:28][CH2:27]1. The catalyst is C1COCC1. The product is [NH2:1][C:2]1[C:10]2[C:9]([C:11]3[CH:16]=[CH:15][C:14]([Cl:17])=[C:13]([Cl:18])[CH:12]=3)=[N:8][C:7]([NH:25][CH:26]3[CH2:27][CH2:28][N:29]([C:32]([O:34][C:35]([CH3:38])([CH3:37])[CH3:36])=[O:33])[CH2:30][CH2:31]3)=[N:6][C:5]=2[S:4][C:3]=1[C:22](=[O:23])[NH2:24]. The yield is 0.440.